Task: Predict the reaction yield, written as a fraction of the theoretical maximum amount of product (1.0 means a 100% yield; for example, 0.34 means a 34% yield).. Dataset: Reaction yield outcomes from USPTO patents with 853,638 reactions (1) The reactants are FC(F)(F)C(O)=O.[Cl:8][C:9]1[CH:10]=[CH:11][C:12]([NH:15][C:16](=[O:32])[C:17]2[CH:22]=[CH:21][CH:20]=[CH:19][C:18]=2[NH:23][C:24]([O:26][CH:27]2[CH2:31][CH2:30][NH:29][CH2:28]2)=[O:25])=[N:13][CH:14]=1.[C:33]1(=O)[CH2:38][CH2:37][CH2:36][CH2:35][CH2:34]1.C([BH3-])#N.[Na+]. No catalyst specified. The product is [Cl:8][C:9]1[CH:10]=[CH:11][C:12]([NH:15][C:16](=[O:32])[C:17]2[CH:22]=[CH:21][CH:20]=[CH:19][C:18]=2[NH:23][C:24]([O:26][CH:27]2[CH2:31][CH2:30][N:29]([CH:33]3[CH2:38][CH2:37][CH2:36][CH2:35][CH2:34]3)[CH2:28]2)=[O:25])=[N:13][CH:14]=1. The yield is 0.960. (2) The reactants are [C:1]([O:5][C:6]([NH:8][C:9]([O:11][C:12]([CH3:15])([CH3:14])[CH3:13])=[O:10])=[O:7])([CH3:4])([CH3:3])[CH3:2].[H-].[Na+].[CH2:18]([O:25][C:26]1[CH:31]=[CH:30][CH:29]=[C:28]([CH2:32]Cl)[CH:27]=1)[C:19]1[CH:24]=[CH:23][CH:22]=[CH:21][CH:20]=1.ClCCl. The catalyst is CN(C)C=O.O. The product is [C:12]([O:11][C:9]([N:8]([CH2:32][C:28]1[CH:29]=[CH:30][CH:31]=[C:26]([O:25][CH2:18][C:19]2[CH:24]=[CH:23][CH:22]=[CH:21][CH:20]=2)[CH:27]=1)[C:6]([O:5][C:1]([CH3:4])([CH3:3])[CH3:2])=[O:7])=[O:10])([CH3:15])([CH3:14])[CH3:13]. The yield is 0.390. (3) The reactants are [CH:1]1([CH:6]2[CH2:11][CH2:10][CH:9]([O:12][C:13]3[C:14]([C:30]([F:33])([F:32])[F:31])=[C:15]4[C:20](=[CH:21][CH:22]=3)[CH:19]=[C:18]([C@:23]3([CH3:29])[CH2:27][O:26]C(=O)[NH:24]3)[CH:17]=[CH:16]4)[CH2:8][CH2:7]2)[CH2:5][CH2:4][CH2:3][CH2:2]1.O.[OH-].[Li+].O. No catalyst specified. The product is [NH2:24][C@@:23]([C:18]1[CH:17]=[CH:16][C:15]2[C:20](=[CH:21][CH:22]=[C:13]([O:12][C@H:9]3[CH2:10][CH2:11][C@H:6]([CH:1]4[CH2:5][CH2:4][CH2:3][CH2:2]4)[CH2:7][CH2:8]3)[C:14]=2[C:30]([F:32])([F:33])[F:31])[CH:19]=1)([CH3:29])[CH2:27][OH:26]. The yield is 0.810. (4) The reactants are COP([CH2:7][C:8](=[O:16])[C:9]([F:15])([F:14])[CH2:10][CH2:11][CH2:12][CH3:13])(=O)OC.O.[OH-].[Li+].[C:20]([O:23][C@@H:24]1[C@H:28]([CH2:29][CH2:30][CH2:31][CH2:32][CH2:33][CH2:34][C:35]([O:37][CH3:38])=[O:36])[C@@H:27]([CH:39]=O)[C@H:26]([O:41][CH:42]2[CH2:47][CH2:46][CH2:45][CH2:44][O:43]2)[CH2:25]1)(=[O:22])[CH3:21].O. The catalyst is O1CCCC1. The product is [C:20]([O:23][C@@H:24]1[C@H:28]([CH2:29][CH2:30][CH2:31][CH2:32][CH2:33][CH2:34][C:35]([O:37][CH3:38])=[O:36])[C@@H:27](/[CH:39]=[CH:7]/[C:8](=[O:16])[C:9]([F:14])([F:15])[CH2:10][CH2:11][CH2:12][CH3:13])[C@H:26]([O:41][CH:42]2[CH2:47][CH2:46][CH2:45][CH2:44][O:43]2)[CH2:25]1)(=[O:22])[CH3:21]. The yield is 0.598. (5) The reactants are [CH3:1][O:2][C:3]1[CH:4]=[C:5](B(O)O)[CH:6]=[CH:7][CH:8]=1.[CH:12](=[O:17])/[CH:13]=[CH:14]/[CH2:15][CH3:16].C1(C2[C@@H]3CC[C@H](C=2)C(C2C=CC=CC=2)=C3)C=CC=CC=1.[OH-].[K+]. The catalyst is O.O1CCCC1.CO. The product is [CH3:1][O:2][C:3]1[CH:4]=[C:5]([C@@H:14]([CH2:15][CH3:16])[CH2:13][CH:12]=[O:17])[CH:6]=[CH:7][CH:8]=1. The yield is 0.580. (6) The reactants are CN(C(ON1N=NC2C=CC=NC1=2)=[N+](C)C)C.F[P-](F)(F)(F)(F)F.[CH3:25][O:26][C@:27]1([C:36]2[CH:45]=[CH:44][C:43]3[C:38](=[CH:39][C:40]([CH:48]=[CH2:49])=[C:41]([O:46][CH3:47])[CH:42]=3)[CH:37]=2)[CH2:31][NH:30][C@H:29]([C:32]([O:34][CH3:35])=[O:33])[CH2:28]1.[CH3:50][C:51]([CH3:69])([CH3:68])[C@H:52]([NH:56][C:57]([O:59][CH2:60][CH2:61][CH2:62][CH2:63][CH2:64][CH2:65][CH:66]=[CH2:67])=[O:58])[C:53](O)=[O:54].CCN(C(C)C)C(C)C. The catalyst is C(Cl)Cl. The product is [CH3:50][C:51]([CH3:69])([CH3:68])[C@H:52]([NH:56][C:57]([O:59][CH2:60][CH2:61][CH2:62][CH2:63][CH2:64][CH2:65][CH:66]=[CH2:67])=[O:58])[C:53]([N:30]1[CH2:31][C@:27]([O:26][CH3:25])([C:36]2[CH:45]=[CH:44][C:43]3[C:38](=[CH:39][C:40]([CH:48]=[CH2:49])=[C:41]([O:46][CH3:47])[CH:42]=3)[CH:37]=2)[CH2:28][C@H:29]1[C:32]([O:34][CH3:35])=[O:33])=[O:54]. The yield is 0.610.